The task is: Predict the reactants needed to synthesize the given product.. This data is from Full USPTO retrosynthesis dataset with 1.9M reactions from patents (1976-2016). (1) Given the product [CH2:11]([O:10][C:9](=[O:13])[CH2:8][C:4]1[CH:5]=[CH:6][CH:7]=[C:2]([Br:1])[N:3]=1)[CH3:12], predict the reactants needed to synthesize it. The reactants are: [Br:1][C:2]1[CH:7]=[CH:6][CH:5]=[C:4]([CH3:8])[N:3]=1.[C:9](=O)([O:13]CC)[O:10][CH2:11][CH3:12]. (2) Given the product [S:1]([NH:31][CH2:28][C:29]#[CH:30])([C:4]1[C:16]2[CH:15]=[CH:14][CH:13]=[C:9]([N:10]([CH3:12])[CH3:11])[C:8]=2[CH:7]=[CH:6][CH:5]=1)(=[O:3])=[O:2], predict the reactants needed to synthesize it. The reactants are: [S:1](Cl)([C:4]1[C:16]2[CH:15]=[CH:14][CH:13]=[C:9]([N:10]([CH3:12])[CH3:11])[C:8]=2[CH:7]=[CH:6][CH:5]=1)(=[O:3])=[O:2].ClCCl.C(N(CC)CC)C.[CH2:28]([NH2:31])[C:29]#[CH:30].